Dataset: Retrosynthesis with 50K atom-mapped reactions and 10 reaction types from USPTO. Task: Predict the reactants needed to synthesize the given product. (1) Given the product CN(C)CCCN(c1ccccc1C(=O)c1ccccc1)c1ncccc1[N+](=O)[O-], predict the reactants needed to synthesize it. The reactants are: CN(C)CCCCl.O=C(c1ccccc1)c1ccccc1Nc1ncccc1[N+](=O)[O-]. (2) Given the product c1ccc(-c2nnn(C3CCCCO3)n2)c(-c2ccc(COC3CCCCO3)cc2)c1, predict the reactants needed to synthesize it. The reactants are: Brc1ccc(COC2CCCCO2)cc1.Clc1ccccc1-c1nnn(C2CCCCO2)n1.